Dataset: NCI-60 drug combinations with 297,098 pairs across 59 cell lines. Task: Regression. Given two drug SMILES strings and cell line genomic features, predict the synergy score measuring deviation from expected non-interaction effect. Drug 1: C(=O)(N)NO. Drug 2: COC1=NC(=NC2=C1N=CN2C3C(C(C(O3)CO)O)O)N. Cell line: HL-60(TB). Synergy scores: CSS=15.8, Synergy_ZIP=-9.22, Synergy_Bliss=-0.0599, Synergy_Loewe=-3.56, Synergy_HSA=2.15.